This data is from Cav3 T-type calcium channel HTS with 100,875 compounds. The task is: Binary Classification. Given a drug SMILES string, predict its activity (active/inactive) in a high-throughput screening assay against a specified biological target. (1) The molecule is O(Cc1cc2c([nH]c1=O)c(ccc2)C)C(=O)c1occc1. The result is 0 (inactive). (2) The compound is O=C1N(C(C2=C1NCCN=C2c1ccccc1)c1ccc(cc1)C)c1ccccc1. The result is 0 (inactive). (3) The drug is O=C(NCCCN(CC)c1cc(ccc1)C)CCc1onc(n1)c1ccc(OC)cc1. The result is 1 (active).